Dataset: Full USPTO retrosynthesis dataset with 1.9M reactions from patents (1976-2016). Task: Predict the reactants needed to synthesize the given product. (1) Given the product [Cl:1][C:2]1[CH:7]=[C:6]([O:8][CH3:9])[CH:5]=[CH:4][C:3]=1[C:10]([CH3:14])([CH3:13])[C:11]#[N:12], predict the reactants needed to synthesize it. The reactants are: [Cl:1][C:2]1[CH:7]=[C:6]([O:8][CH3:9])[CH:5]=[CH:4][C:3]=1[CH:10]([CH3:13])[C:11]#[N:12].[CH3:14]I.[H-].[Na+].O. (2) Given the product [I:1][C:20]1[N:18]2[CH:19]=[C:14]([C:12]3[CH:13]=[N:9][NH:10][CH:11]=3)[CH:15]=[C:16]([C:26]([F:28])([F:29])[F:27])[C:17]2=[N:22][C:21]=1[C:23]([OH:25])=[O:24], predict the reactants needed to synthesize it. The reactants are: [I:1]N1C(=O)CCC1=O.[NH:9]1[CH:13]=[C:12]([C:14]2[CH:15]=[C:16]([C:26]([F:29])([F:28])[F:27])[C:17]3[N:18]([CH:20]=[C:21]([C:23]([OH:25])=[O:24])[N:22]=3)[CH:19]=2)[CH:11]=[N:10]1. (3) The reactants are: F[C:2]1[N:7]=[C:6]([N:8]2[C:16]3[CH:15]=[C:14]([C:17]4[CH:18]=[N:19][CH:20]=[C:21]([CH:23]5[CH2:26][O:25][CH2:24]5)[CH:22]=4)[N:13]=[CH:12][C:11]=3[CH:10]=[N:9]2)[CH:5]=[CH:4][CH:3]=1.[CH3:27][C@H:28]1[CH2:33][NH:32][CH2:31][CH2:30][NH:29]1. Given the product [CH3:27][C@@H:28]1[NH:29][CH2:30][CH2:31][N:32]([C:2]2[N:7]=[C:6]([N:8]3[C:16]4[CH:15]=[C:14]([C:17]5[CH:18]=[N:19][CH:20]=[C:21]([CH:23]6[CH2:26][O:25][CH2:24]6)[CH:22]=5)[N:13]=[CH:12][C:11]=4[CH:10]=[N:9]3)[CH:5]=[CH:4][CH:3]=2)[CH2:33]1, predict the reactants needed to synthesize it. (4) Given the product [CH:22]1([C:18]2[NH:19][C:20](=[O:21])[N:16]([C:12]3[CH:11]=[CH:10][C:9]([O:8][C:6]4[CH:5]=[CH:4][N:3]=[C:2]([C:30]5[CH:29]=[N:28][N:27]([CH3:26])[CH:31]=5)[CH:7]=4)=[C:14]([CH3:15])[N:13]=3)[N:17]=2)[CH2:25][CH2:24][CH2:23]1, predict the reactants needed to synthesize it. The reactants are: Cl[C:2]1[CH:7]=[C:6]([O:8][C:9]2[CH:10]=[CH:11][C:12]([N:16]3[C:20](=[O:21])[NH:19][C:18]([CH:22]4[CH2:25][CH2:24][CH2:23]4)=[N:17]3)=[N:13][C:14]=2[CH3:15])[CH:5]=[CH:4][N:3]=1.[CH3:26][N:27]1[CH:31]=[C:30](B2OC(C)(C)C(C)(C)O2)[CH:29]=[N:28]1.C([O-])([O-])=O.[Cs+].[Cs+]. (5) Given the product [NH2:37][C:36](=[N:38][C:56](=[O:55])[C:57]1[CH:62]=[CH:61][CH:60]=[CH:59][CH:58]=1)[C:35]1[CH:34]=[CH:33][C:32]([NH:31][CH:18]([C:7]2[CH:8]=[C:9]([O:16][CH3:17])[CH:10]=[C:11]([O:12][CH2:13][CH2:14][OH:15])[C:6]=2[F:5])[C:19]2[NH:23][C:22](=[O:24])[N:21]([C:25]3[N:26]=[CH:27][CH:28]=[CH:29][N:30]=3)[N:20]=2)=[CH:40][CH:39]=1, predict the reactants needed to synthesize it. The reactants are: C(O)(=O)C.[F:5][C:6]1[C:11]([O:12][CH2:13][CH2:14][OH:15])=[CH:10][C:9]([O:16][CH3:17])=[CH:8][C:7]=1[CH:18]([NH:31][C:32]1[CH:40]=[CH:39][C:35]([C:36]([NH2:38])=[NH:37])=[CH:34][CH:33]=1)[C:19]1[NH:23][C:22](=[O:24])[N:21]([C:25]2[N:30]=[CH:29][CH:28]=[CH:27][N:26]=2)[N:20]=1.CN(C=O)C.[N+](C1C=CC([O:55][C:56](=O)[C:57]2[CH:62]=[CH:61][CH:60]=[CH:59][CH:58]=2)=CC=1)([O-])=O.C(N(CC)CC)C. (6) The reactants are: [NH2:1][C:2]1[CH:7]=[C:6]([OH:8])[CH:5]=[CH:4][N:3]=1.C1CCN2C(=NCCC2)CC1.F[C:21]1[CH:26]=[CH:25][C:24]([N+:27]([O-:29])=[O:28])=[C:23]([CH3:30])[C:22]=1[CH3:31].CN(C=O)C. Given the product [CH3:31][C:22]1[C:23]([CH3:30])=[C:24]([N+:27]([O-:29])=[O:28])[CH:25]=[CH:26][C:21]=1[O:8][C:6]1[CH:5]=[CH:4][N:3]=[C:2]([NH2:1])[CH:7]=1, predict the reactants needed to synthesize it.